Dataset: Full USPTO retrosynthesis dataset with 1.9M reactions from patents (1976-2016). Task: Predict the reactants needed to synthesize the given product. Given the product [Cl:1][C:2]1[CH:7]=[CH:6][C:5]([C:8]2([N:14]3[CH2:19][CH2:18][N:17]([CH2:20][C:21]([OH:23])=[O:22])[C@H:16]([CH3:25])[CH2:15]3)[CH2:13][CH2:12][CH2:11][CH2:10][CH2:9]2)=[CH:4][CH:3]=1, predict the reactants needed to synthesize it. The reactants are: [Cl:1][C:2]1[CH:7]=[CH:6][C:5]([C:8]2([N:14]3[CH2:19][CH2:18][N:17]([CH2:20][C:21]([O:23]C)=[O:22])[C@H:16]([CH3:25])[CH2:15]3)[CH2:13][CH2:12][CH2:11][CH2:10][CH2:9]2)=[CH:4][CH:3]=1.O[Li].O.